From a dataset of Peptide-MHC class II binding affinity with 134,281 pairs from IEDB. Regression. Given a peptide amino acid sequence and an MHC pseudo amino acid sequence, predict their binding affinity value. This is MHC class II binding data. (1) The binding affinity (normalized) is 0.842. The MHC is DRB1_0404 with pseudo-sequence DRB1_0404. The peptide sequence is IASLFAAAGLAAAAP. (2) The MHC is HLA-DPA10201-DPB10101 with pseudo-sequence HLA-DPA10201-DPB10101. The binding affinity (normalized) is 0.414. The peptide sequence is KNYEHIAAYHFDLSG. (3) The peptide sequence is FDREFTFGWDELLSK. The MHC is DRB1_0802 with pseudo-sequence DRB1_0802. The binding affinity (normalized) is 0.